This data is from NCI-60 drug combinations with 297,098 pairs across 59 cell lines. The task is: Regression. Given two drug SMILES strings and cell line genomic features, predict the synergy score measuring deviation from expected non-interaction effect. (1) Drug 2: CCC1(CC2CC(C3=C(CCN(C2)C1)C4=CC=CC=C4N3)(C5=C(C=C6C(=C5)C78CCN9C7C(C=CC9)(C(C(C8N6C)(C(=O)OC)O)OC(=O)C)CC)OC)C(=O)OC)O.OS(=O)(=O)O. Cell line: OVCAR-5. Synergy scores: CSS=1.61, Synergy_ZIP=-1.29, Synergy_Bliss=-2.15, Synergy_Loewe=-1.36, Synergy_HSA=-1.12. Drug 1: C1=CC(=CC=C1C#N)C(C2=CC=C(C=C2)C#N)N3C=NC=N3. (2) Drug 1: CCCCCOC(=O)NC1=NC(=O)N(C=C1F)C2C(C(C(O2)C)O)O. Drug 2: C1=CC=C(C(=C1)C(C2=CC=C(C=C2)Cl)C(Cl)Cl)Cl. Cell line: COLO 205. Synergy scores: CSS=-1.28, Synergy_ZIP=2.01, Synergy_Bliss=-0.241, Synergy_Loewe=-2.71, Synergy_HSA=-2.36. (3) Drug 1: COC1=C(C=C2C(=C1)N=CN=C2NC3=CC(=C(C=C3)F)Cl)OCCCN4CCOCC4. Drug 2: CC1C(C(CC(O1)OC2CC(CC3=C2C(=C4C(=C3O)C(=O)C5=CC=CC=C5C4=O)O)(C(=O)C)O)N)O. Cell line: OVCAR3. Synergy scores: CSS=36.3, Synergy_ZIP=-2.02, Synergy_Bliss=-0.298, Synergy_Loewe=-18.0, Synergy_HSA=0.0556. (4) Drug 1: CC1=C(N=C(N=C1N)C(CC(=O)N)NCC(C(=O)N)N)C(=O)NC(C(C2=CN=CN2)OC3C(C(C(C(O3)CO)O)O)OC4C(C(C(C(O4)CO)O)OC(=O)N)O)C(=O)NC(C)C(C(C)C(=O)NC(C(C)O)C(=O)NCCC5=NC(=CS5)C6=NC(=CS6)C(=O)NCCC[S+](C)C)O. Drug 2: C(CN)CNCCSP(=O)(O)O. Cell line: EKVX. Synergy scores: CSS=12.0, Synergy_ZIP=-2.88, Synergy_Bliss=1.07, Synergy_Loewe=-9.98, Synergy_HSA=0.653. (5) Drug 1: CC1OCC2C(O1)C(C(C(O2)OC3C4COC(=O)C4C(C5=CC6=C(C=C35)OCO6)C7=CC(=C(C(=C7)OC)O)OC)O)O. Drug 2: CC1CCC2CC(C(=CC=CC=CC(CC(C(=O)C(C(C(=CC(C(=O)CC(OC(=O)C3CCCCN3C(=O)C(=O)C1(O2)O)C(C)CC4CCC(C(C4)OC)OCCO)C)C)O)OC)C)C)C)OC. Cell line: UACC-257. Synergy scores: CSS=-1.49, Synergy_ZIP=0.137, Synergy_Bliss=-0.719, Synergy_Loewe=-5.20, Synergy_HSA=-5.23. (6) Drug 1: C1=CC(=CC=C1CCC2=CNC3=C2C(=O)NC(=N3)N)C(=O)NC(CCC(=O)O)C(=O)O. Drug 2: C1=C(C(=O)NC(=O)N1)N(CCCl)CCCl. Cell line: OVCAR3. Synergy scores: CSS=15.3, Synergy_ZIP=-17.5, Synergy_Bliss=-18.4, Synergy_Loewe=-17.9, Synergy_HSA=-12.7.